Dataset: Forward reaction prediction with 1.9M reactions from USPTO patents (1976-2016). Task: Predict the product of the given reaction. (1) Given the reactants Cl[C:2]1[CH:9]=[CH:8][CH:7]=[CH:6][C:3]=1[C:4]#[N:5].[C:10]([O:14][CH3:15])(=[O:13])[CH2:11][SH:12].C(=O)([O-])[O-].[K+].[K+].CN(C)C=O, predict the reaction product. The product is: [NH2:5][C:4]1[C:3]2[CH:6]=[CH:7][CH:8]=[CH:9][C:2]=2[S:12][C:11]=1[C:10]([O:14][CH3:15])=[O:13]. (2) The product is: [F:1][C:2]([F:16])([F:15])[S:3][C:4]1[CH:5]=[C:6]([CH:7]=[C:8]([C:10]([CH3:13])([CH3:12])[CH3:11])[CH:9]=1)[C:17]#[N:18]. Given the reactants [F:1][C:2]([F:16])([F:15])[S:3][C:4]1[CH:5]=[C:6](Br)[CH:7]=[C:8]([C:10]([CH3:13])([CH3:12])[CH3:11])[CH:9]=1.[C:17]([Cu])#[N:18], predict the reaction product. (3) Given the reactants [OH:1][C@H:2]([C@H:4]1[CH2:8][NH:7][C:6](=[O:9])[CH2:5]1)[CH3:3].C1C=CC(P(C2C=CC=CC=2)C2C=CC=CC=2)=CC=1.[CH3:29][O:30][C:31]1[CH:32]=[C:33]([C:39]2[N:44]=[C:43](O)[C:42]3[N:46]([CH3:49])[CH:47]=[N:48][C:41]=3[CH:40]=2)[CH:34]=[CH:35][C:36]=1[O:37][CH3:38].CCOC(/N=N/C(OCC)=O)=O, predict the reaction product. The product is: [CH3:29][O:30][C:31]1[CH:32]=[C:33]([C:39]2[N:44]=[C:43]([O:1][C@@H:2]([C@H:4]3[CH2:8][NH:7][C:6](=[O:9])[CH2:5]3)[CH3:3])[C:42]3[N:46]([CH3:49])[CH:47]=[N:48][C:41]=3[CH:40]=2)[CH:34]=[CH:35][C:36]=1[O:37][CH3:38]. (4) Given the reactants Cl[C:2]1[CH:22]=[N:21][C:5]2[NH:6][C:7]3[C:12]([C:4]=2[CH:3]=1)=[CH:11][C:10]([CH2:13][CH2:14][C:15]1[CH:20]=[CH:19][CH:18]=[CH:17][CH:16]=1)=[CH:9][CH:8]=3.[O-]P([O-])([O-])=O.[K+].[K+].[K+].[O:31]1[C:35]2[CH:36]=[CH:37][C:38](B(O)O)=[CH:39][C:34]=2[O:33][CH2:32]1, predict the reaction product. The product is: [O:31]1[C:35]2[CH:36]=[CH:37][C:38]([C:2]3[CH:22]=[N:21][C:5]4[NH:6][C:7]5[C:12]([C:4]=4[CH:3]=3)=[CH:11][C:10]([CH2:13][CH2:14][C:15]3[CH:20]=[CH:19][CH:18]=[CH:17][CH:16]=3)=[CH:9][CH:8]=5)=[CH:39][C:34]=2[O:33][CH2:32]1. (5) Given the reactants [CH:1]1[C:9]2[C:8]3[CH:10]=[CH:11][CH:12]=[CH:13][C:7]=3[O:6][C:5]=2[C:4]([C:14]2[CH:19]=[CH:18][C:17](B(O)O)=[CH:16][CH:15]=2)=[CH:3][CH:2]=1.[CH2:23]([O:25][C:26](=[O:36])/[CH:27]=[CH:28]/[C:29]1[CH:34]=[CH:33][C:32](Br)=[CH:31][CH:30]=1)[CH3:24].C(=O)([O-])[O-].[Na+].[Na+], predict the reaction product. The product is: [CH2:23]([O:25][C:26](=[O:36])[CH:27]=[CH:28][C:29]1[CH:34]=[CH:33][C:32]([C:17]2[CH:18]=[CH:19][C:14]([C:4]3[C:5]4[O:6][C:7]5[CH:13]=[CH:12][CH:11]=[CH:10][C:8]=5[C:9]=4[CH:1]=[CH:2][CH:3]=3)=[CH:15][CH:16]=2)=[CH:31][CH:30]=1)[CH3:24].